This data is from Reaction yield outcomes from USPTO patents with 853,638 reactions. The task is: Predict the reaction yield, written as a fraction of the theoretical maximum amount of product (1.0 means a 100% yield; for example, 0.34 means a 34% yield). (1) The reactants are [NH2:1][C:2]1[C:3]([O:20][CH3:21])=[CH:4][C:5]([CH:17]([CH3:19])[CH3:18])=[C:6]([CH:16]=1)[O:7][C:8]1[C:9]([NH2:15])=[N:10][C:11]([NH2:14])=[N:12][CH:13]=1.[CH2:22]([N:24]=[C:25]=[O:26])[CH3:23]. The yield is 0.830. The catalyst is C1(C)C=CC=CC=1. The product is [NH2:14][C:11]1[N:10]=[C:9]([NH2:15])[C:8]([O:7][C:6]2[C:5]([CH:17]([CH3:19])[CH3:18])=[CH:4][C:3]([O:20][CH3:21])=[C:2]([NH:1][C:25]([NH:24][CH2:22][CH3:23])=[O:26])[CH:16]=2)=[CH:13][N:12]=1. (2) The reactants are [NH:1]1[C:9]2[C:4](=[CH:5][CH:6]=[CH:7][CH:8]=2)[CH2:3][C:2]1=[O:10].[CH2:11]([Li])[CH2:12][CH2:13][CH3:14].CN(C)CCN(C)C.ICCCCI. The catalyst is C1COCC1.O. The product is [NH:1]1[C:9]2[C:4](=[CH:5][CH:6]=[CH:7][CH:8]=2)[C:3]2([CH2:14][CH2:13][CH2:12][CH2:11]2)[C:2]1=[O:10]. The yield is 0.500.